From a dataset of Forward reaction prediction with 1.9M reactions from USPTO patents (1976-2016). Predict the product of the given reaction. (1) Given the reactants C[O:2][C:3]([C:5]1[CH:10]=[CH:9][N:8]2[C:11]([C:32]3[CH:37]=[CH:36][CH:35]=[CH:34][CH:33]=3)=[C:12]([C:14]3[CH:19]=[CH:18][C:17]([C:20]4([NH:24][C:25]([O:27][C:28]([CH3:31])([CH3:30])[CH3:29])=[O:26])[CH2:23][CH2:22][CH2:21]4)=[CH:16][CH:15]=3)[N:13]=[C:7]2[CH:6]=1)=[O:4].[OH-].[Na+], predict the reaction product. The product is: [C:28]([O:27][C:25]([NH:24][C:20]1([C:17]2[CH:16]=[CH:15][C:14]([C:12]3[N:13]=[C:7]4[CH:6]=[C:5]([C:3]([OH:4])=[O:2])[CH:10]=[CH:9][N:8]4[C:11]=3[C:32]3[CH:37]=[CH:36][CH:35]=[CH:34][CH:33]=3)=[CH:19][CH:18]=2)[CH2:21][CH2:22][CH2:23]1)=[O:26])([CH3:31])([CH3:29])[CH3:30]. (2) Given the reactants [C:1]1(B(O)O)[CH:6]=[CH:5][CH:4]=[CH:3][CH:2]=1.[CH3:10][C:11]1[C:12](=[O:20])[C:13]([CH3:19])([CH3:18])[CH2:14][C:15](=[O:17])[CH:16]=1.S(OOS([O-])(=O)=O)([O-])(=O)=O.[NH4+].[NH4+].C(OCC)(=O)C, predict the reaction product. The product is: [CH3:18][C:13]1([CH3:19])[C:12](=[O:20])[C:11]([CH3:10])=[C:16]([C:1]2[CH:6]=[CH:5][CH:4]=[CH:3][CH:2]=2)[C:15](=[O:17])[CH2:14]1.